This data is from Full USPTO retrosynthesis dataset with 1.9M reactions from patents (1976-2016). The task is: Predict the reactants needed to synthesize the given product. (1) Given the product [O:7]=[C:4]1[CH:5]=[CH:6][C:2](=[O:1])[N:3]1[CH2:8][CH2:9][O:10][CH2:11][CH2:12][O:13][CH2:14][CH2:15][O:16][CH2:17][CH2:18][O:19][CH2:20][CH2:21][O:22][CH2:23][CH2:24][O:25][CH2:26][CH2:27][C:28]([NH:30][C@H:31]([C:35]([NH:37][C@H:38]([C:46]([NH:48][C:49]1[CH:50]=[CH:51][C:52]([CH2:55][O:56][C:57](=[O:71])[N:58]([CH3:70])[CH2:59][CH2:60][NH:61][CH3:62])=[CH:53][CH:54]=1)=[O:47])[CH2:39][CH2:40][CH2:41][NH:42][C:43](=[O:45])[NH2:44])=[O:36])[CH:32]([CH3:33])[CH3:34])=[O:29], predict the reactants needed to synthesize it. The reactants are: [O:1]=[C:2]1[CH:6]=[CH:5][C:4](=[O:7])[N:3]1[CH2:8][CH2:9][O:10][CH2:11][CH2:12][O:13][CH2:14][CH2:15][O:16][CH2:17][CH2:18][O:19][CH2:20][CH2:21][O:22][CH2:23][CH2:24][O:25][CH2:26][CH2:27][C:28]([NH:30][C@H:31]([C:35]([NH:37][C@H:38]([C:46]([NH:48][C:49]1[CH:54]=[CH:53][C:52]([CH2:55][O:56][C:57](=[O:71])[N:58]([CH3:70])[CH2:59][CH2:60][N:61](C)[C:62](=O)OC(C)(C)C)=[CH:51][CH:50]=1)=[O:47])[CH2:39][CH2:40][CH2:41][NH:42][C:43](=[O:45])[NH2:44])=[O:36])[CH:32]([CH3:34])[CH3:33])=[O:29].C(O)(C(F)(F)F)=O. (2) Given the product [C:1]([C@H:5]1[C:33](=[O:34])[N:32]2[CH2:35][C@@H:29]([CH2:30][C@H:31]2[C:36]([OH:38])=[O:37])[O:28][C:17]2=[N:18][C:19]3[CH:20]=[C:21]([O:26][CH3:27])[CH:22]=[CH:23][C:24]=3[N:25]=[C:16]2[CH2:15][CH2:14][CH2:13][CH2:12][CH2:11][C@@H:10]2[CH2:40][C@H:9]2[O:8][C:7](=[O:41])[NH:6]1)([CH3:4])([CH3:2])[CH3:3], predict the reactants needed to synthesize it. The reactants are: [C:1]([C@H:5]1[C:33](=[O:34])[N:32]2[CH2:35][C@@H:29]([CH2:30][C@H:31]2[C:36]([O:38]C)=[O:37])[O:28][C:17]2=[N:18][C:19]3[CH:20]=[C:21]([O:26][CH3:27])[CH:22]=[CH:23][C:24]=3[N:25]=[C:16]2[CH2:15][CH2:14][CH2:13][CH2:12][CH2:11][C@@H:10]2[CH2:40][C@H:9]2[O:8][C:7](=[O:41])[NH:6]1)([CH3:4])([CH3:3])[CH3:2].O.C1COCC1.O[Li].O.Cl.